This data is from Reaction yield outcomes from USPTO patents with 853,638 reactions. The task is: Predict the reaction yield, written as a fraction of the theoretical maximum amount of product (1.0 means a 100% yield; for example, 0.34 means a 34% yield). (1) The product is [Cl:1][C:2]1[C:7]([O:8][CH3:9])=[CH:6][C:5]([O:10][CH3:11])=[C:4]([Cl:12])[C:3]=1[C:13]1[C:26](=[O:27])[N:25]([CH2:28][CH2:29][O:30][CH:31]2[CH2:36][CH2:35][N:34]([C:37]([O:39][C:40]([CH3:43])([CH3:42])[CH3:41])=[O:38])[CH2:33][CH2:32]2)[C:16]2[N:17]=[C:18]([NH:44][CH2:45][C:46]([OH:48])([CH3:49])[CH3:47])[N:19]=[CH:20][C:15]=2[CH:14]=1. The yield is 0.620. The reactants are [Cl:1][C:2]1[C:7]([O:8][CH3:9])=[CH:6][C:5]([O:10][CH3:11])=[C:4]([Cl:12])[C:3]=1[C:13]1[C:26](=[O:27])[N:25]([CH2:28][CH2:29][O:30][CH:31]2[CH2:36][CH2:35][N:34]([C:37]([O:39][C:40]([CH3:43])([CH3:42])[CH3:41])=[O:38])[CH2:33][CH2:32]2)[C:16]2[N:17]=[C:18](S(C)(=O)=O)[N:19]=[CH:20][C:15]=2[CH:14]=1.[NH2:44][CH2:45][C:46]([CH3:49])([OH:48])[CH3:47]. The catalyst is CC(O)(C)C. (2) The reactants are C([N:8]1[CH2:12][C@H:11]([C:13]2[CH:18]=[CH:17][C:16]([Cl:19])=[CH:15][CH:14]=2)[C@@H:10]([C@@H:20]([O:22][C:23]2[CH:28]=[CH:27][C:26]([F:29])=[CH:25][N:24]=2)[CH3:21])[CH2:9]1)C1C=CC=CC=1.ClC(OC(Cl)C)=O.CCN(C(C)C)C(C)C. The catalyst is C1(C)C=CC=CC=1. The product is [Cl:19][C:16]1[CH:17]=[CH:18][C:13]([C@H:11]2[CH2:12][NH:8][CH2:9][C@@H:10]2[C@@H:20]([O:22][C:23]2[CH:28]=[CH:27][C:26]([F:29])=[CH:25][N:24]=2)[CH3:21])=[CH:14][CH:15]=1. The yield is 0.850. (3) The reactants are [C:1]([C:3]1[CH:4]=[C:5]2[C:10](=[CH:11][C:12]=1[O:13][C:14]1[CH:19]=[CH:18][C:17]([C:20](=[O:33])[NH:21][C:22]3[S:23][C:24]([C:27]4[CH:32]=[CH:31][CH:30]=[CH:29][CH:28]=4)=[N:25][N:26]=3)=[CH:16][CH:15]=1)[O:9][CH2:8][CH2:7][CH:6]2[C:34]([O:36]C)=[O:35])#[N:2].[OH-].[Na+].CO. The catalyst is C1COCC1.C(OCC)(=O)C.Cl. The product is [C:1]([C:3]1[CH:4]=[C:5]2[C:10](=[CH:11][C:12]=1[O:13][C:14]1[CH:15]=[CH:16][C:17]([C:20](=[O:33])[NH:21][C:22]3[S:23][C:24]([C:27]4[CH:28]=[CH:29][CH:30]=[CH:31][CH:32]=4)=[N:25][N:26]=3)=[CH:18][CH:19]=1)[O:9][CH2:8][CH2:7][CH:6]2[C:34]([OH:36])=[O:35])#[N:2]. The yield is 0.600. (4) The reactants are [C:1]([OH:5])(=[O:4])[CH:2]=[O:3].[N+:6]([C:9]1[CH:19]=[CH:18][C:12]([CH2:13][NH:14][CH2:15][CH2:16]O)=[CH:11][CH:10]=1)([O-:8])=[O:7].O. The catalyst is O1CCCC1. The product is [OH:4][CH:1]1[O:5][CH2:16][CH2:15][N:14]([CH2:13][C:12]2[CH:18]=[CH:19][C:9]([N+:6]([O-:8])=[O:7])=[CH:10][CH:11]=2)[C:2]1=[O:3]. The yield is 0.734. (5) The reactants are [CH3:1][C:2]1([CH3:18])[C:6]([CH3:8])([CH3:7])[O:5][B:4]([C:9]2[CH:17]=[CH:16][C:12]3N=CS[C:11]=3[CH:10]=2)[O:3]1.BrC1C=CC2[O:24][CH2:25][O:26]C=2C=1. No catalyst specified. The product is [CH3:1][C:2]1([CH3:18])[C:6]([CH3:8])([CH3:7])[O:5][B:4]([C:9]2[CH:17]=[CH:16][C:12]3[O:24][CH2:25][O:26][C:11]=3[CH:10]=2)[O:3]1. The yield is 0.900.